This data is from Full USPTO retrosynthesis dataset with 1.9M reactions from patents (1976-2016). The task is: Predict the reactants needed to synthesize the given product. (1) Given the product [NH2:24][C:8]1[C:7]2[N:12]=[CH:13][N:14]([CH2:15][C:16]([CH3:19])([OH:18])[CH3:17])[C:6]=2[C:5]2[CH:4]=[CH:3][C:2]([Br:1])=[CH:11][C:10]=2[N:9]=1, predict the reactants needed to synthesize it. The reactants are: [Br:1][C:2]1[CH:3]=[CH:4][C:5]2[C:6]3[N:14]([CH2:15][C:16]([CH3:19])([OH:18])[CH3:17])[CH:13]=[N:12][C:7]=3[CH:8]=[N:9][C:10]=2[CH:11]=1.ClCCl.[OH-].[NH4+:24].C1(C)C=CC(S(Cl)(=O)=O)=CC=1. (2) Given the product [C:1]([O:4][CH2:5][CH2:6][CH2:7][CH2:8][CH2:9][CH2:10][O:11][C:12]1[CH:17]=[C:16]([N+:22]([O-:24])=[O:23])[C:15]([CH:18]=[O:19])=[CH:14][C:13]=1[O:20][CH3:21])(=[O:3])[CH3:2], predict the reactants needed to synthesize it. The reactants are: [C:1]([O:4][CH2:5][CH2:6][CH2:7][CH2:8][CH2:9][CH2:10][O:11][C:12]1[CH:17]=[CH:16][C:15]([CH:18]=[O:19])=[CH:14][C:13]=1[O:20][CH3:21])(=[O:3])[CH3:2].[N+:22]([O-])([OH:24])=[O:23]. (3) Given the product [OH:16][C:17]1[CH:24]=[CH:23][CH:22]=[C:21]([O:15][CH2:14][C@H:10]2[C@@H:9]([C:8]3[N:4]([CH:1]([CH3:3])[CH3:2])[N:5]=[CH:6][CH:7]=3)[CH2:13][O:12][CH2:11]2)[C:18]=1[CH:19]=[O:20], predict the reactants needed to synthesize it. The reactants are: [CH:1]([N:4]1[C:8]([C@H:9]2[CH2:13][O:12][CH2:11][C@H:10]2[CH2:14][OH:15])=[CH:7][CH:6]=[N:5]1)([CH3:3])[CH3:2].[OH:16][C:17]1[CH:24]=[CH:23][CH:22]=[C:21](O)[C:18]=1[CH:19]=[O:20].C1C=CC(P(C2C=CC=CC=2)C2C=CC=CC=2)=CC=1.CC(OC(/N=N/C(OC(C)C)=O)=O)C. (4) Given the product [NH:10]1[C:9]2[C:14](=[CH:1][CH:2]=[CH:3][N:5]=2)[CH2:13][CH2:12][C:11]1=[O:15].[ClH:8], predict the reactants needed to synthesize it. The reactants are: [CH3:1][C:2](C)(C)[C:3]([NH2:5])=O.[Cl:8][C:9]1[CH:14]=[CH:13][CH:12]=[C:11]([O:15]C)[N:10]=1.C([Li])CCC.BrCCBr.C(OCCCC)(=O)C=C.